The task is: Predict which catalyst facilitates the given reaction.. This data is from Catalyst prediction with 721,799 reactions and 888 catalyst types from USPTO. Reactant: [O:1]([CH2:8][C:9](Cl)=[O:10])[C:2]1[CH:7]=[CH:6][CH:5]=[CH:4][CH:3]=1.C(N(CC)CC)C.[NH2:19][C:20]1[CH:33]=[CH:32][C:23]([CH2:24][N:25]2[C:29](=[O:30])[CH2:28][S:27][C:26]2=[O:31])=[CH:22][CH:21]=1.Cl. Product: [O:1]([CH2:8][C:9]([NH:19][C:20]1[CH:33]=[CH:32][C:23]([CH2:24][N:25]2[C:29](=[O:30])[CH2:28][S:27][C:26]2=[O:31])=[CH:22][CH:21]=1)=[O:10])[C:2]1[CH:7]=[CH:6][CH:5]=[CH:4][CH:3]=1. The catalyst class is: 7.